This data is from Retrosynthesis with 50K atom-mapped reactions and 10 reaction types from USPTO. The task is: Predict the reactants needed to synthesize the given product. (1) Given the product COc1nc(OC)nc(C(=O)c2cccc(Br)c2N(C)S(=O)(=O)C(F)F)n1, predict the reactants needed to synthesize it. The reactants are: CI.COc1nc(OC)nc(C(=O)c2cccc(Br)c2NS(=O)(=O)C(F)F)n1. (2) Given the product O=C(O)COC1(c2ccc(-c3ccc(NC(=O)Nc4cccc(C(F)(F)F)c4)nc3)cc2F)CCC1, predict the reactants needed to synthesize it. The reactants are: CC1(C)OB(c2ccc(NC(=O)Nc3cccc(C(F)(F)F)c3)nc2)OC1(C)C.O=C(O)COC1(c2ccc(Br)cc2F)CCC1. (3) Given the product CC(=O)C(CCCc1ccccc1)n1cnc2c(=O)[nH]c(Cc3ccc(OC(F)F)c(N)c3)nc21, predict the reactants needed to synthesize it. The reactants are: CC(=O)C(CCCc1ccccc1)n1cnc2c(=O)[nH]c(Cc3ccc(OC(F)F)c([N+](=O)[O-])c3)nc21. (4) Given the product Nc1ccc(OC2CCCC2)nn1, predict the reactants needed to synthesize it. The reactants are: Nc1ccc(Cl)nn1.OC1CCCC1. (5) Given the product CC(C)NC(=O)C1CCN(c2nc(-c3ccnc(NC4CCOCC4)c3)cc3cnccc23)CC1, predict the reactants needed to synthesize it. The reactants are: CC(C)NC(=O)C1CCN(c2nc(-c3ccnc(Cl)c3)cc3cnccc23)CC1.NC1CCOCC1. (6) Given the product CCOC(C)OC12CCCCCCCCCC1C(=O)CC(C)C2, predict the reactants needed to synthesize it. The reactants are: C=COCC.CC1CC(=O)C2CCCCCCCCCC2(O)C1.